From a dataset of Forward reaction prediction with 1.9M reactions from USPTO patents (1976-2016). Predict the product of the given reaction. (1) The product is: [NH2:1][C:4]1[CH:5]=[CH:6][C:7]([NH:10][C:11]2[C:12]3[CH2:20][CH2:19][N:18]([C:21]4[CH:28]=[CH:27][C:24]([C:25]#[N:26])=[C:23]([C:29]([F:32])([F:31])[F:30])[CH:22]=4)[CH2:17][C:13]=3[N:14]=[CH:15][N:16]=2)=[N:8][CH:9]=1. Given the reactants [N+:1]([C:4]1[CH:5]=[CH:6][C:7]([NH:10][C:11]2[C:12]3[CH2:20][CH2:19][N:18]([C:21]4[CH:28]=[CH:27][C:24]([C:25]#[N:26])=[C:23]([C:29]([F:32])([F:31])[F:30])[CH:22]=4)[CH2:17][C:13]=3[N:14]=[CH:15][N:16]=2)=[N:8][CH:9]=1)([O-])=O, predict the reaction product. (2) Given the reactants [Cl:1][C:2]1[C:11]2[C:6](=[C:7]([CH3:12])[CH:8]=[CH:9][CH:10]=2)[C:5]([C:13]([OH:15])=O)=[CH:4][N:3]=1.[CH3:16][CH:17]1[CH2:22][NH:21][CH2:20][CH:19]([CH3:23])[NH:18]1, predict the reaction product. The product is: [Cl:1][C:2]1[C:11]2[C:6](=[C:7]([CH3:12])[CH:8]=[CH:9][CH:10]=2)[C:5]([C:13]([N:21]2[CH2:20][CH:19]([CH3:23])[NH:18][CH:17]([CH3:16])[CH2:22]2)=[O:15])=[CH:4][N:3]=1. (3) Given the reactants [CH2:1]([O:4][C:5]1[CH:12]=[C:11]([NH2:13])[CH:10]=[CH:9][C:6]=1[C:7]#[N:8])[CH:2]=[CH2:3].[CH2:14]([NH:17][C:18]1[C:19]2[CH2:27][CH2:26][C:25]([C:29]3[CH:34]=[CH:33][C:32]([F:35])=[CH:31][CH:30]=3)(C)[C:20]=2[N:21]=[C:22](Cl)[N:23]=1)[CH:15]=[CH2:16].OS(O)(=O)=O, predict the reaction product. The product is: [CH2:14]([NH:17][C:18]1[C:19]2[CH2:27][CH2:26][CH:25]([C:29]3[CH:30]=[CH:31][C:32]([F:35])=[CH:33][CH:34]=3)[C:20]=2[N:21]=[C:22]([NH:13][C:11]2[CH:10]=[CH:9][C:6]([C:7]#[N:8])=[C:5]([O:4][CH2:1][CH:2]=[CH2:3])[CH:12]=2)[N:23]=1)[CH:15]=[CH2:16]. (4) Given the reactants [Cl:1][C:2]1[N:7]=[CH:6][C:5]([NH2:8])=[C:4]([NH:9][C@H:10]([CH3:15])[C:11]([F:14])([F:13])[F:12])[CH:3]=1.C(N(CC)CC)C.[C:23]([O:26][CH2:27][C:28](Cl)=[O:29])(=[O:25])[CH3:24], predict the reaction product. The product is: [Cl:1][C:2]1[N:7]=[CH:6][C:5]([NH:8][C:28]([CH2:27][O:26][C:23](=[O:25])[CH3:24])=[O:29])=[C:4]([NH:9][C@H:10]([CH3:15])[C:11]([F:14])([F:12])[F:13])[CH:3]=1.